From a dataset of Full USPTO retrosynthesis dataset with 1.9M reactions from patents (1976-2016). Predict the reactants needed to synthesize the given product. (1) The reactants are: Cl[CH2:2][C:3](=O)[CH2:4][C:5]([O-:7])=[O:6].[C:9]([NH2:12])(=[O:11])[CH3:10].[C:13](O)(=O)[CH3:14]. Given the product [CH2:13]([O:7][C:5]([C:4]1[O:11][C:9]([CH3:10])=[N:12][C:3]=1[CH3:2])=[O:6])[CH3:14], predict the reactants needed to synthesize it. (2) Given the product [Br:40][CH2:12][C:11]1[N:7]([C:1]2[CH:6]=[CH:5][CH:4]=[CH:3][CH:2]=2)[N:8]=[C:9]([C:14]2[CH:19]=[CH:18][CH:17]=[CH:16][CH:15]=2)[N:10]=1, predict the reactants needed to synthesize it. The reactants are: [C:1]1([N:7]2[C:11]([CH2:12]O)=[N:10][C:9]([C:14]3[CH:19]=[CH:18][CH:17]=[CH:16][CH:15]=3)=[N:8]2)[CH:6]=[CH:5][CH:4]=[CH:3][CH:2]=1.C1(P(C2C=CC=CC=2)C2C=CC=CC=2)C=CC=CC=1.C(Br)(Br)(Br)[Br:40]. (3) The reactants are: [CH3:1][O:2][C:3]1[N:10]=[CH:9][CH:8]=[CH:7][C:4]=1[CH:5]=O.[NH2:11][N:12]1[CH:17]=[CH:16][C:15]([CH3:18])=[C:14]([CH2:19][C:20]([O:22][CH3:23])=[O:21])[C:13]1=[O:24].C([BH3-])#N.[Na+]. Given the product [CH3:23][O:22][C:20](=[O:21])[CH2:19][C:14]1[C:13](=[O:24])[N:12]([NH:11][CH2:5][C:4]2[C:3]([O:2][CH3:1])=[N:10][CH:9]=[CH:8][CH:7]=2)[CH:17]=[CH:16][C:15]=1[CH3:18], predict the reactants needed to synthesize it. (4) Given the product [OH:4][CH2:5][C:6]1[CH:7]=[CH:8][C:9]2[N:33]3[C:34]([C:37]#[N:38])=[CH:35][CH:36]=[C:32]3[C:12]3([CH2:17][CH2:16][N:15]([C:18](=[O:31])[C:19]4[CH:20]=[CH:21][C:22]([S:25]([CH:28]([CH3:29])[CH3:30])(=[O:27])=[O:26])=[CH:23][CH:24]=4)[CH2:14][CH2:13]3)[O:11][C:10]=2[CH:39]=1, predict the reactants needed to synthesize it. The reactants are: C([O:4][CH2:5][C:6]1[CH:7]=[CH:8][C:9]2[N:33]3[C:34]([C:37]#[N:38])=[CH:35][CH:36]=[C:32]3[C:12]3([CH2:17][CH2:16][N:15]([C:18](=[O:31])[C:19]4[CH:24]=[CH:23][C:22]([S:25]([CH:28]([CH3:30])[CH3:29])(=[O:27])=[O:26])=[CH:21][CH:20]=4)[CH2:14][CH2:13]3)[O:11][C:10]=2[CH:39]=1)(=O)C.[Li+].[OH-].C1COCC1. (5) Given the product [CH2:35]([N:3]([CH2:1][CH3:2])[CH2:4][CH2:5][CH2:6][C:7]1[CH:12]=[C:11]([F:13])[CH:10]=[CH:9][C:8]=1[S:14]([NH:17][C:18]1[C:27]([C:28]([O:30][CH3:31])=[O:29])=[C:26]2[C:21]([C:22]3[CH:34]=[CH:33][O:32][C:23]=3[CH2:24][O:25]2)=[CH:20][CH:19]=1)(=[O:16])=[O:15])[CH3:36], predict the reactants needed to synthesize it. The reactants are: [CH2:1]([N:3]([CH2:35][CH3:36])[CH2:4]/[CH:5]=[CH:6]\[C:7]1[CH:12]=[C:11]([F:13])[CH:10]=[CH:9][C:8]=1[S:14]([NH:17][C:18]1[C:27]([C:28]([O:30][CH3:31])=[O:29])=[C:26]2[C:21]([C:22]3[CH:34]=[CH:33][O:32][C:23]=3[CH2:24][O:25]2)=[CH:20][CH:19]=1)(=[O:16])=[O:15])[CH3:2].[H][H].